Dataset: Forward reaction prediction with 1.9M reactions from USPTO patents (1976-2016). Task: Predict the product of the given reaction. (1) Given the reactants Cl[C:2]1[C:11]2[C:6](=[N:7][CH:8]=[CH:9][CH:10]=2)[N:5]=[C:4]([C:12]2[CH:17]=[C:16]([F:18])[CH:15]=[C:14]([F:19])[CH:13]=2)[C:3]=1[CH3:20].[O:21]1[CH2:26][CH2:25][N:24]([C:27]2[N:32]=[C:31]([NH2:33])[CH:30]=[CH:29][CH:28]=2)[CH2:23][CH2:22]1.CC(C1C=C(C(C)C)C(C2C=CC=CC=2P(C2CCCCC2)C2CCCCC2)=C(C(C)C)C=1)C.CC(C)([O-])C.[Na+], predict the reaction product. The product is: [F:19][C:14]1[CH:13]=[C:12]([C:4]2[C:3]([CH3:20])=[C:2]([NH:33][C:31]3[CH:30]=[CH:29][CH:28]=[C:27]([N:24]4[CH2:25][CH2:26][O:21][CH2:22][CH2:23]4)[N:32]=3)[C:11]3[C:6](=[N:7][CH:8]=[CH:9][CH:10]=3)[N:5]=2)[CH:17]=[C:16]([F:18])[CH:15]=1. (2) Given the reactants [C:1]([N:3]=[C:4]([N:13]1[CH2:18][CH2:17][NH:16][CH:15]([CH2:19][O:20][CH2:21][CH2:22][O:23][CH3:24])[CH2:14]1)[NH:5][C:6]1[CH:11]=[CH:10][CH:9]=[CH:8][C:7]=1[CH3:12])#[N:2].[Cl:25][C:26]1[CH:31]=[CH:30][C:29]([N:32]=[C:33]=[O:34])=[CH:28][CH:27]=1, predict the reaction product. The product is: [Cl:25][C:26]1[CH:31]=[CH:30][C:29]([NH:32][C:33]([N:16]2[CH2:17][CH2:18][N:13]([C:4](=[N:3][C:1]#[N:2])[NH:5][C:6]3[CH:11]=[CH:10][CH:9]=[CH:8][C:7]=3[CH3:12])[CH2:14][CH:15]2[CH2:19][O:20][CH2:21][CH2:22][O:23][CH3:24])=[O:34])=[CH:28][CH:27]=1. (3) Given the reactants [CH:1]1([C:7]2[C:15]3[C:10](=[CH:11][C:12]([C:16]([O:18]C)=[O:17])=[CH:13][CH:14]=3)[NH:9][C:8]=2[C:20]2[CH:25]=[CH:24][CH:23]=[CH:22][CH:21]=2)[CH2:6][CH2:5][CH2:4][CH2:3][CH2:2]1.[H-].[Na+].[CH2:28](Br)[C:29]1[CH:34]=[CH:33][CH:32]=[CH:31][CH:30]=1.B(Br)(Br)Br, predict the reaction product. The product is: [CH2:28]([N:9]1[C:10]2[C:15](=[CH:14][CH:13]=[C:12]([C:16]([OH:18])=[O:17])[CH:11]=2)[C:7]([CH:1]2[CH2:2][CH2:3][CH2:4][CH2:5][CH2:6]2)=[C:8]1[C:20]1[CH:21]=[CH:22][CH:23]=[CH:24][CH:25]=1)[C:29]1[CH:34]=[CH:33][CH:32]=[CH:31][CH:30]=1. (4) Given the reactants [Cl:1][C:2]1[CH:6]=[N:5][N:4]([CH3:7])[C:3]=1[C:8]1[CH:9]=[C:10]([NH2:23])[CH:11]=[CH:12][C:13]=1[O:14][CH2:15][CH2:16][N:17]1[CH2:22][CH2:21][O:20][CH2:19][CH2:18]1.[Cl:24][C:25]1[S:29][C:28]([C:30](O)=[O:31])=[CH:27][CH:26]=1.CN(C(ON1N=NC2C=CC=NC1=2)=[N+](C)C)C.F[P-](F)(F)(F)(F)F.CCN(C(C)C)C(C)C, predict the reaction product. The product is: [Cl:1][C:2]1[CH:6]=[N:5][N:4]([CH3:7])[C:3]=1[C:8]1[CH:9]=[C:10]([NH:23][C:30]([C:28]2[S:29][C:25]([Cl:24])=[CH:26][CH:27]=2)=[O:31])[CH:11]=[CH:12][C:13]=1[O:14][CH2:15][CH2:16][N:17]1[CH2:18][CH2:19][O:20][CH2:21][CH2:22]1. (5) Given the reactants [CH:1]([O:4][C:5]([N:7]1[C:20]2[C:12](=[CH:13][C:14]3[CH2:15][CH2:16][CH2:17][C:18]=3[CH:19]=2)[CH:11]([N:21]([CH2:27][C:28]2[CH:33]=[C:32]([C:34]([F:37])([F:36])[F:35])[CH:31]=[C:30]([C:38]([F:41])([F:40])[F:39])[CH:29]=2)[C:22]2[N:23]=[N:24][NH:25][N:26]=2)[CH2:10][CH2:9][CH2:8]1)=[O:6])([CH3:3])[CH3:2].CO.[C:44]1(P(C2C=CC=CC=2)C2C=CC=CC=2)C=CC=CC=1.N(C(OCC)=O)=NC(OCC)=O, predict the reaction product. The product is: [CH:1]([O:4][C:5]([N:7]1[C:20]2[C:12](=[CH:13][C:14]3[CH2:15][CH2:16][CH2:17][C:18]=3[CH:19]=2)[CH:11]([N:21]([CH2:27][C:28]2[CH:29]=[C:30]([C:38]([F:39])([F:40])[F:41])[CH:31]=[C:32]([C:34]([F:35])([F:36])[F:37])[CH:33]=2)[C:22]2[N:23]=[N:24][N:25]([CH3:44])[N:26]=2)[CH2:10][CH2:9][CH2:8]1)=[O:6])([CH3:3])[CH3:2]. (6) Given the reactants [CH3:1][C:2]1=[CH:3][CH2:4][C:5]([CH3:15])([CH3:14])[CH:6]=[CH:7][CH2:8][C:9]([CH3:13])=[CH:10][CH2:11][CH2:12]1.C[C@H]1[C@@]23CCC(=C)[C@@H]2[C@H]3[C@H](C(C)C)CC1.CC1[C@@H]2C[C@H](C(C)=C)CC[C@@]2(C)CCC=1.CC1C2CC(CCC2(C)CCC=1)=C(C)C.CC1CCC2[C@H]([C@H](C(C)C)CCC=2C)C=1.C[C@@H]1C2CC[C@H](C)C=2C[C@H](C(C)=C)CC1, predict the reaction product. The product is: [CH3:13][C:9]1=[CH:10][CH2:11][CH2:12][C:2]([CH3:1])=[CH:3][CH:4]=[C:6]([CH:5]([CH3:14])[CH3:15])[CH2:7][CH2:8]1. (7) Given the reactants [CH3:1][C:2]1([C:5]([OH:7])=O)[CH2:4][CH2:3]1.[CH:8]1([C:11]2[C:12]([O:21][CH2:22][C:23]([F:26])([F:25])[F:24])=[CH:13][C:14]([C:17](=[N:19]O)[NH2:18])=[N:15][CH:16]=2)[CH2:10][CH2:9]1, predict the reaction product. The product is: [CH:8]1([C:11]2[C:12]([O:21][CH2:22][C:23]([F:26])([F:24])[F:25])=[CH:13][C:14]([C:17]3[N:19]=[C:5]([C:2]4([CH3:1])[CH2:4][CH2:3]4)[O:7][N:18]=3)=[N:15][CH:16]=2)[CH2:10][CH2:9]1. (8) Given the reactants [Cl:1][C:2]1[CH:3]=[CH:4][C:5]([OH:23])=[C:6]([CH:22]=1)[C:7]([NH:9][C@H:10]([C:12]1[CH:21]=[CH:20][C:15]([C:16]([O:18][CH3:19])=[O:17])=[CH:14][CH:13]=1)[CH3:11])=[O:8].[F:24][C:25]1[CH:34]=[CH:33][C:28]([O:29][CH2:30][CH2:31]O)=[CH:27][CH:26]=1, predict the reaction product. The product is: [Cl:1][C:2]1[CH:3]=[CH:4][C:5]([O:23][CH2:31][CH2:30][O:29][C:28]2[CH:33]=[CH:34][C:25]([F:24])=[CH:26][CH:27]=2)=[C:6]([CH:22]=1)[C:7]([NH:9][C@H:10]([C:12]1[CH:21]=[CH:20][C:15]([C:16]([O:18][CH3:19])=[O:17])=[CH:14][CH:13]=1)[CH3:11])=[O:8]. (9) Given the reactants C(OC([C:6]([C:20]([O:22]CC)=[O:21])([CH2:11][CH2:12][C:13]1[CH:18]=[CH:17][CH:16]=[CH:15][C:14]=1[CH3:19])[CH2:7][C:8]([OH:10])=O)=O)C.C(Cl)(=O)C(Cl)=O.O.Cl, predict the reaction product. The product is: [CH3:19][C:14]1[C:13]2[CH2:12][CH2:11][CH:6]([C:20]([OH:22])=[O:21])[CH2:7][C:8](=[O:10])[C:18]=2[CH:17]=[CH:16][CH:15]=1. (10) Given the reactants [NH2:1][C:2]1[CH:37]=[CH:36][C:5]([O:6][C:7]2[CH:12]=[CH:11][N:10]=[C:9]3[CH:13]=[C:14]([C:16]4[CH:35]=[CH:34][C:19]([CH2:20][N:21]5[CH2:26][CH2:25][N:24](C(OC(C)(C)C)=O)[CH2:23][CH2:22]5)=[CH:18][CH:17]=4)[S:15][C:8]=23)=[C:4]([F:38])[CH:3]=1.[C:39]1([CH2:45][C:46]([N:48]=[C:49]=[S:50])=[O:47])[CH:44]=[CH:43][CH:42]=[CH:41][CH:40]=1, predict the reaction product. The product is: [F:38][C:4]1[CH:3]=[C:2]([NH:1][C:49]([NH:48][C:46](=[O:47])[CH2:45][C:39]2[CH:40]=[CH:41][CH:42]=[CH:43][CH:44]=2)=[S:50])[CH:37]=[CH:36][C:5]=1[O:6][C:7]1[CH:12]=[CH:11][N:10]=[C:9]2[CH:13]=[C:14]([C:16]3[CH:17]=[CH:18][C:19]([CH2:20][N:21]4[CH2:22][CH2:23][NH:24][CH2:25][CH2:26]4)=[CH:34][CH:35]=3)[S:15][C:8]=12.